From a dataset of Reaction yield outcomes from USPTO patents with 853,638 reactions. Predict the reaction yield, written as a fraction of the theoretical maximum amount of product (1.0 means a 100% yield; for example, 0.34 means a 34% yield). (1) The reactants are [Cl-].O[NH3+:3].[C:4](=[O:7])([O-])[OH:5].[Na+].CS(C)=O.[C:13]([C:15]1[CH:20]=[CH:19][CH:18]=[CH:17][C:16]=1[C:21]1[CH:26]=[CH:25][C:24]([CH2:27][C:28]2[C:33](=[O:34])[N:32]([C:35]3[CH:45]=[CH:44][C:38]([C:39]([N:41]([CH3:43])[CH3:42])=[O:40])=[CH:37][CH:36]=3)[C:31]([CH3:46])=[N:30][C:29]=2[CH2:47][CH2:48][CH3:49])=[CH:23][CH:22]=1)#[N:14]. The catalyst is O.C(OCC)(=O)C. The product is [CH3:43][N:41]([CH3:42])[C:39](=[O:40])[C:38]1[CH:37]=[CH:36][C:35]([N:32]2[C:33](=[O:34])[C:28]([CH2:27][C:24]3[CH:23]=[CH:22][C:21]([C:16]4[CH:17]=[CH:18][CH:19]=[CH:20][C:15]=4[C:13]4[NH:3][C:4](=[O:7])[O:5][N:14]=4)=[CH:26][CH:25]=3)=[C:29]([CH2:47][CH2:48][CH3:49])[N:30]=[C:31]2[CH3:46])=[CH:45][CH:44]=1. The yield is 0.360. (2) The reactants are O[C:2]1[C:3](=[O:17])[N:4]([CH2:8][C:9]2[CH:14]=[CH:13][C:12]([O:15][CH3:16])=[CH:11][CH:10]=2)[CH:5]=[CH:6][N:7]=1.C1CN([P+](ON2N=NC3C=CC=CC2=3)(N2CCCC2)N2CCCC2)CC1.F[P-](F)(F)(F)(F)F.C(N(CC)C(C)C)(C)C.[F:60][C:61]([F:71])([F:70])[O:62][C:63]1[CH:68]=[CH:67][C:66]([SH:69])=[CH:65][CH:64]=1. The catalyst is CN(C=O)C.C([O-])(O)=O.[Na+]. The product is [CH3:16][O:15][C:12]1[CH:13]=[CH:14][C:9]([CH2:8][N:4]2[CH:5]=[CH:6][N:7]=[C:2]([S:69][C:66]3[CH:65]=[CH:64][C:63]([O:62][C:61]([F:60])([F:70])[F:71])=[CH:68][CH:67]=3)[C:3]2=[O:17])=[CH:10][CH:11]=1. The yield is 0.746. (3) The catalyst is C(#N)C.C(OCC)(=O)C. The reactants are Br[CH:2]([C:8]1[CH:18]=[CH:17][CH:16]=[CH:15][C:9]=1[C:10]([O:12]CC)=O)[C:3]([O:5][CH2:6][CH3:7])=[O:4].C(N(CC)CC)C.[F:26][C:27]1[CH:34]=[CH:33][C:30]([CH2:31][NH2:32])=[C:29]([O:35][CH3:36])[CH:28]=1. The yield is 0.830. The product is [F:26][C:27]1[CH:34]=[CH:33][C:30]([CH2:31][N:32]2[C:10](=[O:12])[C:9]3[C:8](=[CH:18][CH:17]=[CH:16][CH:15]=3)[CH:2]2[C:3]([O:5][CH2:6][CH3:7])=[O:4])=[C:29]([O:35][CH3:36])[CH:28]=1.